Binary Classification. Given a T-cell receptor sequence (or CDR3 region) and an epitope sequence, predict whether binding occurs between them. From a dataset of TCR-epitope binding with 47,182 pairs between 192 epitopes and 23,139 TCRs. (1) The epitope is RQLLFVVEV. The TCR CDR3 sequence is CASSLALQGYEQYF. Result: 1 (the TCR binds to the epitope). (2) The epitope is TPQDLNTML. The TCR CDR3 sequence is CASSSRRRGMNTEAFF. Result: 1 (the TCR binds to the epitope). (3) The epitope is FLKEKGGL. The TCR CDR3 sequence is CASSSTDRVYGYGYTF. Result: 0 (the TCR does not bind to the epitope). (4) The epitope is YLDAYNMMI. The TCR CDR3 sequence is CASSFFRENEKLFF. Result: 1 (the TCR binds to the epitope). (5) The epitope is SGPLKAEIAQRLED. The TCR CDR3 sequence is CASSQVSDLNTEAFF. Result: 0 (the TCR does not bind to the epitope). (6) The epitope is SLVKPSFYV. The TCR CDR3 sequence is CASSLGGGGVTDTQYF. Result: 0 (the TCR does not bind to the epitope). (7) The epitope is ISPRTLNAW. The TCR CDR3 sequence is CASSLSPNYGYTF. Result: 0 (the TCR does not bind to the epitope).